This data is from Reaction yield outcomes from USPTO patents with 853,638 reactions. The task is: Predict the reaction yield, written as a fraction of the theoretical maximum amount of product (1.0 means a 100% yield; for example, 0.34 means a 34% yield). (1) The reactants are [Br:1][C:2]1[CH:7]=[CH:6][C:5]([OH:8])=[CH:4][CH:3]=1.[H-].[Na+].[C:11](Cl)(=[O:14])[CH:12]=[CH2:13].O. The catalyst is O1CCCC1. The product is [C:11]([O:8][C:5]1[CH:6]=[CH:7][C:2]([Br:1])=[CH:3][CH:4]=1)(=[O:14])[CH:12]=[CH2:13]. The yield is 1.00. (2) The reactants are CCO[C:4]1[CH:9]=[CH:8][CH:7]=[C:6](Br)[CH:5]=1.[F:11][C:12]1[CH:31]=[CH:30][C:15]([C:16]([N:18]2[CH2:23][CH2:22][CH:21]([C:24](=[O:29])N(C)OC)[CH2:20][CH2:19]2)=[O:17])=[CH:14][CH:13]=1.C1[CH2:36][O:35][CH2:34]C1. No catalyst specified. The product is [F:11][C:12]1[CH:13]=[CH:14][C:15]([C:16]([N:18]2[CH2:19][CH2:20][CH:21]([C:24](=[O:29])[C:8]3[CH:7]=[CH:6][CH:5]=[C:4]([CH2:34][O:35][CH3:36])[CH:9]=3)[CH2:22][CH2:23]2)=[O:17])=[CH:30][CH:31]=1. The yield is 0.300. (3) The reactants are Cl[C:2]1[N:7]=[N:6][C:5]([NH2:8])=[CH:4][CH:3]=1.CC1(C)C(C)(C)OB([C:17]2[CH:18]=[C:19]([CH:24]=[CH:25][CH:26]=2)[C:20]([O:22][CH3:23])=[O:21])O1.CC(C1C=C(C(C)C)C(C2C=CC=CC=2P(C2CCCCC2)C2CCCCC2)=C(C(C)C)C=1)C.C([O-])([O-])=O.[Na+].[Na+]. The catalyst is O1CCOCC1.O.C1C=CC(/C=C/C(/C=C/C2C=CC=CC=2)=O)=CC=1.C1C=CC(/C=C/C(/C=C/C2C=CC=CC=2)=O)=CC=1.C1C=CC(/C=C/C(/C=C/C2C=CC=CC=2)=O)=CC=1.[Pd].[Pd]. The product is [NH2:8][C:5]1[N:6]=[N:7][C:2]([C:17]2[CH:18]=[C:19]([CH:24]=[CH:25][CH:26]=2)[C:20]([O:22][CH3:23])=[O:21])=[CH:3][CH:4]=1. The yield is 0.840. (4) The reactants are [CH:1]([C:3]1[NH:4][C:5]([CH3:11])=[CH:6][C:7]=1[C:8]([OH:10])=O)=[O:2].[CH3:12][N:13]([CH3:19])[C@@H:14]1[CH2:18][CH2:17][NH:16][CH2:15]1. No catalyst specified. The product is [CH3:12][N:13]([CH3:19])[C@@H:14]1[CH2:18][CH2:17][N:16]([C:8]([C:7]2[CH:6]=[C:5]([CH3:11])[NH:4][C:3]=2[CH:1]=[O:2])=[O:10])[CH2:15]1. The yield is 0.690. (5) The reactants are [Br:1][C:2]1[CH:7]=[CH:6][CH:5]=[C:4]([N+:8]([O-:10])=[O:9])[C:3]=1F.CN.CO.C[CH2:17][N:18](C(C)C)C(C)C. No catalyst specified. The product is [Br:1][C:2]1[CH:7]=[CH:6][CH:5]=[C:4]([N+:8]([O-:10])=[O:9])[C:3]=1[CH2:17][NH2:18]. The yield is 0.990. (6) The reactants are C[O:2][C:3]1[CH:8]=[CH:7][C:6]([C:9]2[N:10]([CH3:24])[C:11](=[O:23])[N:12]([CH3:22])[C:13]=2[C:14]2[CH:19]=[CH:18][C:17]([O:20][CH3:21])=[CH:16][CH:15]=2)=[CH:5][CH:4]=1.B(Br)(Br)Br. The catalyst is C(Cl)Cl. The product is [OH:2][C:3]1[CH:4]=[CH:5][C:6]([C:9]2[N:10]([CH3:24])[C:11](=[O:23])[N:12]([CH3:22])[C:13]=2[C:14]2[CH:19]=[CH:18][C:17]([O:20][CH3:21])=[CH:16][CH:15]=2)=[CH:7][CH:8]=1. The yield is 0.660.